The task is: Predict which catalyst facilitates the given reaction.. This data is from Catalyst prediction with 721,799 reactions and 888 catalyst types from USPTO. Reactant: [NH2:1][C:2]1[CH:7]=[CH:6][C:5]([Br:8])=[CH:4][C:3]=1[NH:9][C:10]1[CH:15]=[CH:14][N:13]=[C:12]([NH2:16])[N:11]=1.[CH:17](OC)(OC)OC.CC1C=CC(S(O)(=O)=O)=CC=1.C([O-])(O)=O.[Na+]. Product: [Br:8][C:5]1[CH:6]=[CH:7][C:2]2[N:1]=[CH:17][N:9]([C:10]3[CH:15]=[CH:14][N:13]=[C:12]([NH2:16])[N:11]=3)[C:3]=2[CH:4]=1. The catalyst class is: 36.